Task: Predict the product of the given reaction.. Dataset: Forward reaction prediction with 1.9M reactions from USPTO patents (1976-2016) (1) Given the reactants [CH2:1]([C:3]1[CH:4]=[C:5]([CH:8]=[CH:9][C:10]=1[N:11]([CH3:22])[C:12]1[N:17]=[CH:16][C:15]2[N:18]=[CH:19][N:20]([CH3:21])[C:14]=2[CH:13]=1)[CH:6]=O)[CH3:2].[CH3:23][S:24]([N:27]1[CH2:32][CH2:31][NH:30][CH2:29][CH2:28]1)(=[O:26])=[O:25].C(O)(=O)C, predict the reaction product. The product is: [CH2:1]([C:3]1[CH:4]=[C:5]([CH2:6][N:30]2[CH2:31][CH2:32][N:27]([S:24]([CH3:23])(=[O:26])=[O:25])[CH2:28][CH2:29]2)[CH:8]=[CH:9][C:10]=1[N:11]([CH3:22])[C:12]1[N:17]=[CH:16][C:15]2[N:18]=[CH:19][N:20]([CH3:21])[C:14]=2[CH:13]=1)[CH3:2]. (2) Given the reactants [CH3:1][O:2][C:3](=[O:19])[C:4](=[CH:9][C:10]1[C:15]([F:16])=[CH:14][CH:13]=[C:12]([F:17])[C:11]=1[F:18])[C:5]([O:7][CH3:8])=[O:6].[Cl:20][C:21]1[CH:26]=[CH:25][C:24]([SH:27])=[CH:23][CH:22]=1.C([O-])([O-])=O.[K+].[K+].C(OCC)(=O)C, predict the reaction product. The product is: [CH3:1][O:2][C:3](=[O:19])[CH:4]([CH:9]([S:27][C:24]1[CH:25]=[CH:26][C:21]([Cl:20])=[CH:22][CH:23]=1)[C:10]1[C:15]([F:16])=[CH:14][CH:13]=[C:12]([F:17])[C:11]=1[F:18])[C:5]([O:7][CH3:8])=[O:6]. (3) Given the reactants C(OC(=O)[NH:7][CH2:8][C:9]1[CH:14]=[C:13]([C:15]#[N:16])[CH:12]=[C:11]([Cl:17])[C:10]=1[F:18])(C)(C)C.C(O)(C(F)(F)F)=O, predict the reaction product. The product is: [NH2:7][CH2:8][C:9]1[CH:14]=[C:13]([CH:12]=[C:11]([Cl:17])[C:10]=1[F:18])[C:15]#[N:16]. (4) Given the reactants [Br:1][C:2]1[CH:3]=[C:4]([N:22]([CH3:29])[CH:23]2[CH2:28][CH2:27][NH:26][CH2:25][CH2:24]2)[C:5]([CH3:21])=[C:6]([CH:20]=1)[C:7]([NH:9][CH2:10][C:11]1[C:12](=[O:19])[NH:13][C:14]([CH3:18])=[CH:15][C:16]=1[CH3:17])=[O:8].CCN=C=NCCCN(C)C.Cl.C1C=CC2N(O)N=NC=2C=1.C(N(CC)CC)C.[C:59](O)(=[O:64])[C:60]([CH3:63])([CH3:62])[CH3:61], predict the reaction product. The product is: [Br:1][C:2]1[CH:3]=[C:4]([N:22]([CH3:29])[CH:23]2[CH2:28][CH2:27][N:26]([C:59](=[O:64])[C:60]([CH3:63])([CH3:62])[CH3:61])[CH2:25][CH2:24]2)[C:5]([CH3:21])=[C:6]([CH:20]=1)[C:7]([NH:9][CH2:10][C:11]1[C:12](=[O:19])[NH:13][C:14]([CH3:18])=[CH:15][C:16]=1[CH3:17])=[O:8]. (5) Given the reactants [OH:1][C:2]1[C:3]([CH:12]2[C:20]3[CH:19]=[C:18]4[O:21][CH2:22][CH2:23][O:24][C:17]4=[CH:16][C:15]=3[N:14]([CH2:25][C:26]3[O:27][C:28]([C:31]([F:34])([F:33])[F:32])=[CH:29][CH:30]=3)[C:13]2=[O:35])=[CH:4][C:5]2[O:10][CH2:9][CH2:8][O:7][C:6]=2[CH:11]=1.[C:36]1(C(C2C=CC=CC=2)N2C3C(=CC=CC=3)C(C3C=C(C)C(OC)=CC=3O)C2=O)C=CC=CC=1, predict the reaction product. The product is: [F:32][C:31]([F:34])([F:33])[C:28]1[O:27][C:26]([CH2:25][N:14]2[C:15]3[CH:16]=[C:17]4[O:24][CH2:23][CH2:22][O:21][C:18]4=[CH:19][C:20]=3[C:12]3([C:3]4=[CH:4][C:5]5[O:10][CH2:9][CH2:8][O:7][C:6]=5[CH:11]=[C:2]4[O:1][CH2:36]3)[C:13]2=[O:35])=[CH:30][CH:29]=1. (6) The product is: [Cl:1][C:2]1[CH:7]=[CH:6][C:5]([C@H:8]([NH:11][C:12]2[CH:13]=[C:14]([CH:17]=[CH:18][CH:19]=2)[CH2:15][N:21]2[CH2:24][CH:23]([C:25]([OH:27])=[O:26])[CH2:22]2)[CH2:9][CH3:10])=[CH:4][C:3]=1[CH3:20]. Given the reactants [Cl:1][C:2]1[CH:7]=[CH:6][C:5]([C@H:8]([NH:11][C:12]2[CH:13]=[C:14]([CH:17]=[CH:18][CH:19]=2)[CH:15]=O)[CH2:9][CH3:10])=[CH:4][C:3]=1[CH3:20].[NH:21]1[CH2:24][CH:23]([C:25]([OH:27])=[O:26])[CH2:22]1.CC(O)=O, predict the reaction product. (7) The product is: [CH3:16][N:17]([CH:19]=[N:13][C:11]([NH:10][C:7]1[CH:8]=[CH:9][C:4]([N+:1]([O-:3])=[O:2])=[CH:5][CH:6]=1)=[S:12])[CH3:18]. Given the reactants [N+:1]([C:4]1[CH:9]=[CH:8][C:7]([NH:10][C:11]([NH2:13])=[S:12])=[CH:6][CH:5]=1)([O-:3])=[O:2].CO[CH:16](OC)[N:17]([CH3:19])[CH3:18], predict the reaction product. (8) Given the reactants [Br:1][C:2]1[CH:14]=[C:13]2[C:5]([C:6]3[CH:7]=[C:8]([C:15]([OH:17])=O)[CH:9]=[CH:10][C:11]=3[NH:12]2)=[C:4]([C:18](=[O:20])[NH2:19])[CH:3]=1.CN(C(ON1N=NC2C=CC=CC1=2)=[N+](C)C)C.[B-](F)(F)(F)F.[NH:43]1[CH2:48][CH2:47][O:46][CH2:45][CH2:44]1, predict the reaction product. The product is: [Br:1][C:2]1[CH:3]=[C:4]([C:18]([NH2:19])=[O:20])[C:5]2[C:6]3[C:11](=[CH:10][CH:9]=[C:8]([C:15]([N:43]4[CH2:48][CH2:47][O:46][CH2:45][CH2:44]4)=[O:17])[CH:7]=3)[NH:12][C:13]=2[CH:14]=1.